This data is from Catalyst prediction with 721,799 reactions and 888 catalyst types from USPTO. The task is: Predict which catalyst facilitates the given reaction. (1) Reactant: C([O:3][C:4](=[O:58])[CH2:5][CH2:6][NH:7][C:8]([C@:10]12[CH2:44][CH2:43][C@@H:42]([C:45]([CH2:47][N:48]([CH3:57])[C:49](=[O:56])[CH2:50][CH2:51][C:52]([O:54]C)=[O:53])=[CH2:46])[C@@H:11]1[C@@H:12]1[C@@:25]([CH3:28])([CH2:26][CH2:27]2)[C@@:24]2([CH3:29])[C@@H:15]([C@:16]3([CH3:41])[C@@H:21]([CH2:22][CH2:23]2)[C:20]([CH3:31])([CH3:30])[C:19]([C:32]2[CH:40]=[CH:39][C:35]([C:36]([OH:38])=[O:37])=[CH:34][CH:33]=2)=[CH:18][CH2:17]3)[CH2:14][CH2:13]1)=[O:9])C.[OH-].[Na+]. Product: [C:52]([CH2:51][CH2:50][C:49]([N:48]([CH2:47][C:45]([C@H:42]1[C@@H:11]2[C@@H:12]3[C@@:25]([CH3:28])([CH2:26][CH2:27][C@@:10]2([C:8](=[O:9])[NH:7][CH2:6][CH2:5][C:4]([OH:58])=[O:3])[CH2:44][CH2:43]1)[C@@:24]1([CH3:29])[C@@H:15]([C@:16]2([CH3:41])[C@@H:21]([CH2:22][CH2:23]1)[C:20]([CH3:31])([CH3:30])[C:19]([C:32]1[CH:40]=[CH:39][C:35]([C:36]([OH:38])=[O:37])=[CH:34][CH:33]=1)=[CH:18][CH2:17]2)[CH2:14][CH2:13]3)=[CH2:46])[CH3:57])=[O:56])([OH:54])=[O:53]. The catalyst class is: 12. (2) Reactant: Br/[C:2](/[C:12]1[CH:17]=[CH:16][C:15]([F:18])=[CH:14][CH:13]=1)=[C:3](\[C:6]1[CH:11]=[CH:10][CH:9]=[CH:8][CH:7]=1)/[CH2:4][CH3:5].[CH:19]([C:21]1[CH:26]=[CH:25][C:24](B(O)O)=[CH:23][CH:22]=1)=[O:20].C(=O)([O-])[O-].[Na+].[Na+]. Product: [CH:19]([C:21]1[CH:26]=[CH:25][C:24](/[C:2](/[C:12]2[CH:17]=[CH:16][C:15]([F:18])=[CH:14][CH:13]=2)=[C:3](\[C:6]2[CH:11]=[CH:10][CH:9]=[CH:8][CH:7]=2)/[CH2:4][CH3:5])=[CH:23][CH:22]=1)=[O:20]. The catalyst class is: 104. (3) Reactant: O1C=N[C:3]([C:6]([NH:9][C:10]([C:12]2[CH:13]=[C:14]([C:18]3[CH:19]=[C:20]4[C:29]([C:30]([NH:32][CH3:33])=[O:31])=[C:28]([C:34]5[CH:39]=[CH:38][C:37]([F:40])=[CH:36][CH:35]=5)[O:27][C:21]4=[N:22][C:23]=3/[CH:24]=[CH:25]/[CH3:26])[CH:15]=[CH:16][CH:17]=2)=[O:11])([CH3:8])[CH3:7])=[N:2]1. Product: [C:3]([C:6]([NH:9][C:10]([C:12]1[CH:13]=[C:14]([C:18]2[CH:19]=[C:20]3[C:29]([C:30]([NH:32][CH3:33])=[O:31])=[C:28]([C:34]4[CH:39]=[CH:38][C:37]([F:40])=[CH:36][CH:35]=4)[O:27][C:21]3=[N:22][C:23]=2[CH2:24][CH2:25][CH3:26])[CH:15]=[CH:16][CH:17]=1)=[O:11])([CH3:7])[CH3:8])#[N:2]. The catalyst class is: 19. (4) Reactant: [Si:1]([O:18][CH2:19][C:20](=O)[CH:21](Cl)[C:22]([O:24][CH2:25][CH3:26])=[O:23])([C:14]([CH3:17])([CH3:16])[CH3:15])([C:8]1[CH:13]=[CH:12][CH:11]=[CH:10][CH:9]=1)[C:2]1[CH:7]=[CH:6][CH:5]=[CH:4][CH:3]=1.[F:29][C:30]([F:41])([F:40])[C:31]1[CH:39]=[CH:38][C:34]([C:35]([NH2:37])=[S:36])=[CH:33][CH:32]=1.ClCCCl.O. Product: [Si:1]([O:18][CH2:19][C:20]1[N:37]=[C:35]([C:34]2[CH:33]=[CH:32][C:31]([C:30]([F:40])([F:29])[F:41])=[CH:39][CH:38]=2)[S:36][C:21]=1[C:22]([O:24][CH2:25][CH3:26])=[O:23])([C:14]([CH3:16])([CH3:15])[CH3:17])([C:8]1[CH:9]=[CH:10][CH:11]=[CH:12][CH:13]=1)[C:2]1[CH:3]=[CH:4][CH:5]=[CH:6][CH:7]=1. The catalyst class is: 2. (5) Reactant: Cl[CH2:2][CH2:3][N:4]1[C:12]2[C:7](=[CH:8][C:9]([O:13][CH3:14])=[CH:10][CH:11]=2)[CH:6]=[C:5]1[CH:15]1[S:20][CH2:19][CH2:18][CH2:17][S:16]1.[I-].[K+].[Li]CCCC.[Cl-].[Na+]. Product: [CH3:14][O:13][C:9]1[CH:10]=[CH:11][C:12]2[N:4]3[CH2:3][CH2:2][C:15]4([S:20][CH2:19][CH2:18][CH2:17][S:16]4)[C:5]3=[CH:6][C:7]=2[CH:8]=1. The catalyst class is: 1.